Dataset: Catalyst prediction with 721,799 reactions and 888 catalyst types from USPTO. Task: Predict which catalyst facilitates the given reaction. (1) Reactant: [I:1][C:2]1[CH:3]=[C:4]2[C:9](=[CH:10][CH:11]=1)[C:8](=[O:12])[NH:7][C:6](=[O:13])[C:5]2=[CH:14][NH:15][C:16]1[CH:21]=[CH:20][C:19]([CH:22]2[CH2:26][CH2:25][CH2:24][NH:23]2)=[CH:18][CH:17]=1.C([O-])([O-])=O.[K+].[K+].[CH2:33](I)[CH3:34]. Product: [CH2:33]([N:23]1[CH2:24][CH2:25][CH2:26][CH:22]1[C:19]1[CH:20]=[CH:21][C:16]([NH:15][CH:14]=[C:5]2[C:4]3[C:9](=[CH:10][CH:11]=[C:2]([I:1])[CH:3]=3)[C:8](=[O:12])[NH:7][C:6]2=[O:13])=[CH:17][CH:18]=1)[CH3:34]. The catalyst class is: 9. (2) Reactant: Br[CH2:2][CH:3]1[O:8][C:7]2[CH:9]=[C:10]([S:14]([CH3:17])(=[O:16])=[O:15])[CH:11]=[C:12]([F:13])[C:6]=2[CH2:5][O:4]1.[CH2:18]([NH:20][CH2:21][CH2:22][CH3:23])[CH3:19]. Product: [CH2:18]([N:20]([CH2:2][CH:3]1[O:8][C:7]2[CH:9]=[C:10]([S:14]([CH3:17])(=[O:16])=[O:15])[CH:11]=[C:12]([F:13])[C:6]=2[CH2:5][O:4]1)[CH2:21][CH2:22][CH3:23])[CH3:19]. The catalyst class is: 14. (3) Reactant: C(OC(=O)NC1(C(=O)N[C@@H](CC2C=CC(C3C=CC(F)=CC=3)=CC=2)C(N)=O)CCOCC1)(C)(C)C.[NH2:36][C:37](=O)[C@@H:38]([NH:58][C:59]([C:61]1([NH:67][C:68](=[O:74])[O:69][C:70]([CH3:73])([CH3:72])[CH3:71])[CH2:66][CH2:65][O:64][CH2:63][CH2:62]1)=[O:60])[CH2:39][C:40]1[CH:45]=[CH:44][C:43]([C:46]2[CH:51]=[CH:50][C:49]([S:52]([CH:55]([CH3:57])[CH3:56])(=[O:54])=[O:53])=[CH:48][CH:47]=2)=[CH:42][CH:41]=1.CC[N+](S(N=C(OC)[O-])(=O)=O)(CC)CC. Product: [C:37]([C@@H:38]([NH:58][C:59]([C:61]1([NH:67][C:68](=[O:74])[O:69][C:70]([CH3:71])([CH3:73])[CH3:72])[CH2:66][CH2:65][O:64][CH2:63][CH2:62]1)=[O:60])[CH2:39][C:40]1[CH:45]=[CH:44][C:43]([C:46]2[CH:51]=[CH:50][C:49]([S:52]([CH:55]([CH3:57])[CH3:56])(=[O:54])=[O:53])=[CH:48][CH:47]=2)=[CH:42][CH:41]=1)#[N:36]. The catalyst class is: 4. (4) Reactant: [N+:1]([C:4]1[CH:5]=[C:6]2[C:10](=[CH:11][CH:12]=1)[N:9]([S:13]([C:16]1[CH:21]=[CH:20][C:19]([CH3:22])=[CH:18][CH:17]=1)(=[O:15])=[O:14])[CH:8]=[C:7]2I)([O-:3])=[O:2]. Product: [C:19]1([CH3:22])[CH:18]=[CH:17][C:16]([S:13]([N:9]2[C:10]3[C:6](=[CH:5][CH:4]=[CH:12][CH:11]=3)[C:7]([C:7]3[C:6]4[C:10](=[CH:11][CH:12]=[C:4]([N+:1]([O-:3])=[O:2])[CH:5]=4)[N:9]([S:13]([C:16]4[CH:21]=[CH:20][C:19]([CH3:22])=[CH:18][CH:17]=4)(=[O:15])=[O:14])[CH:8]=3)=[CH:8]2)(=[O:15])=[O:14])=[CH:21][CH:20]=1. The catalyst class is: 555. (5) Reactant: [H-].[Na+].[CH2:3]([NH:10][C:11](=[O:26])[C:12]1[C:17]([C:18]2[CH:23]=[CH:22][C:21]([Cl:24])=[CH:20][C:19]=2F)=[CH:16][CH:15]=[N:14][CH:13]=1)[C:4]1[CH:9]=[CH:8][CH:7]=[CH:6][CH:5]=1. Product: [CH2:3]([N:10]1[C:19]2[CH:20]=[C:21]([Cl:24])[CH:22]=[CH:23][C:18]=2[C:17]2[C:12](=[CH:13][N:14]=[CH:15][CH:16]=2)[C:11]1=[O:26])[C:4]1[CH:9]=[CH:8][CH:7]=[CH:6][CH:5]=1. The catalyst class is: 1. (6) Reactant: [F:1][C:2]1[CH:3]=[C:4]([NH2:24])[CH:5]=[CH:6][C:7]=1[O:8][C:9]1[CH:14]=[CH:13][N:12]=[C:11]2[CH:15]=[C:16]([C:18]3[N:19]([CH3:23])[CH:20]=[CH:21][N:22]=3)[S:17][C:10]=12.[CH3:25][N:26]([C:33]1[CH:38]=[CH:37][CH:36]=[CH:35][CH:34]=1)[C:27](=[O:32])[CH2:28][C:29](O)=[O:30].F[P-](F)(F)(F)(F)F.N1(O[P+](N(C)C)(N(C)C)N(C)C)C2C=CC=CC=2N=N1.CCN(C(C)C)C(C)C. Product: [F:1][C:2]1[CH:3]=[C:4]([NH:24][C:29](=[O:30])[CH2:28][C:27]([N:26]([CH3:25])[C:33]2[CH:34]=[CH:35][CH:36]=[CH:37][CH:38]=2)=[O:32])[CH:5]=[CH:6][C:7]=1[O:8][C:9]1[CH:14]=[CH:13][N:12]=[C:11]2[CH:15]=[C:16]([C:18]3[N:19]([CH3:23])[CH:20]=[CH:21][N:22]=3)[S:17][C:10]=12. The catalyst class is: 173. (7) Reactant: [CH3:1][O:2][C:3]1[N:4]=[CH:5][C:6]([C:9]([OH:11])=O)=[N:7][CH:8]=1.[Cl-].COC1N=C(OC)N=C([N+]2(C)CCOCC2)N=1.[NH2:30][C:31]1[CH:32]=[CH:33][C:34]([F:48])=[C:35]([C@:37]2([CH3:47])[CH2:42][N:41]3[CH:43]=[CH:44][N:45]=[C:40]3[C:39]([NH2:46])=[N:38]2)[CH:36]=1.C([O-])([O-])=O.[Na+].[Na+]. Product: [NH2:46][C:39]1[C:40]2[N:41]([CH:43]=[CH:44][N:45]=2)[CH2:42][C@:37]([C:35]2[CH:36]=[C:31]([NH:30][C:9]([C:6]3[CH:5]=[N:4][C:3]([O:2][CH3:1])=[CH:8][N:7]=3)=[O:11])[CH:32]=[CH:33][C:34]=2[F:48])([CH3:47])[N:38]=1. The catalyst class is: 24. (8) Reactant: [NH2:1][C:2]1[C:7]([C:8]([F:11])([F:10])[F:9])=[CH:6][C:5](/[CH:12]=[C:13](\[O:17]C)/[C:14]([OH:16])=[O:15])=[CH:4][C:3]=1[Cl:19].Br. Product: [NH2:1][C:2]1[C:7]([C:8]([F:9])([F:10])[F:11])=[CH:6][C:5](/[CH:12]=[C:13](\[OH:17])/[C:14]([OH:16])=[O:15])=[CH:4][C:3]=1[Cl:19]. The catalyst class is: 86. (9) Reactant: [Cl:1][C:2]1[CH:3]=[CH:4][C:5]2[N:11]3[C:12]([N:15]4[CH2:20][CH2:19][C:18]5([C:29]6[C:24](=[CH:25][CH:26]=[CH:27][CH:28]=6)[CH2:23][O:22][CH2:21]5)[CH2:17][CH2:16]4)=[N:13][N:14]=[C:10]3[CH2:9][NH:8][CH2:7][C:6]=2[CH:30]=1.C=O.[C:33]([BH3-])#N.[Na+]. Product: [Cl:1][C:2]1[CH:3]=[CH:4][C:5]2[N:11]3[C:12]([N:15]4[CH2:16][CH2:17][C:18]5([C:29]6[C:24](=[CH:25][CH:26]=[CH:27][CH:28]=6)[CH2:23][O:22][CH2:21]5)[CH2:19][CH2:20]4)=[N:13][N:14]=[C:10]3[CH2:9][N:8]([CH3:33])[CH2:7][C:6]=2[CH:30]=1. The catalyst class is: 5. (10) Reactant: CN(CCN(C)C)C.[CH2:9]([Li])[CH2:10][CH2:11][CH3:12].[O:14]1[CH2:18][CH2:17][O:16][CH:15]1[C:19]1[N:20]([CH2:24][C:25]2[CH:30]=[CH:29][C:28]([F:31])=[CH:27][CH:26]=2)[CH:21]=[CH:22][N:23]=1.BrCC#CC. Product: [O:16]1[CH2:17][CH2:18][O:14][CH:15]1[C:19]1[N:20]([CH:24]([C:25]2[CH:30]=[CH:29][C:28]([F:31])=[CH:27][CH:26]=2)[CH2:9][C:10]#[C:11][CH3:12])[CH:21]=[CH:22][N:23]=1. The catalyst class is: 1.